This data is from Forward reaction prediction with 1.9M reactions from USPTO patents (1976-2016). The task is: Predict the product of the given reaction. (1) Given the reactants C([O:3][C:4](=[O:37])[CH2:5][C:6]1[CH:7]=[C:8]2[C:14]3([CH2:19][CH2:18][N:17]([C:20]([O:22][C:23]([CH3:26])([CH3:25])[CH3:24])=[O:21])[CH2:16][CH2:15]3)[CH2:13][N:12]([C:27]3[C:28]4[C@H:35]([CH3:36])[CH2:34][CH2:33][C:29]=4[N:30]=[CH:31][N:32]=3)[C:9]2=[CH:10][CH:11]=1)C.O[Li].O, predict the reaction product. The product is: [C:23]([O:22][C:20]([N:17]1[CH2:18][CH2:19][C:14]2([C:8]3[C:9](=[CH:10][CH:11]=[C:6]([CH2:5][C:4]([OH:37])=[O:3])[CH:7]=3)[N:12]([C:27]3[C:28]4[C@H:35]([CH3:36])[CH2:34][CH2:33][C:29]=4[N:30]=[CH:31][N:32]=3)[CH2:13]2)[CH2:15][CH2:16]1)=[O:21])([CH3:26])([CH3:24])[CH3:25]. (2) Given the reactants [Si:1]([O:18][CH2:19][C@H:20]([N:25]1[CH2:28][C:27]2([CH2:32][CH2:31][CH2:30][N:29]2[C:33]([O:35][C:36]([CH3:39])([CH3:38])[CH3:37])=[O:34])[C:26]1=[O:40])[C:21]([O:23]C)=O)([C:14]([CH3:17])([CH3:16])[CH3:15])([C:8]1[CH:13]=[CH:12][CH:11]=[CH:10][CH:9]=1)[C:2]1[CH:7]=[CH:6][CH:5]=[CH:4][CH:3]=1.[NH3:41], predict the reaction product. The product is: [NH2:41][C:21](=[O:23])[C@@H:20]([N:25]1[CH2:28][C:27]2([CH2:32][CH2:31][CH2:30][N:29]2[C:33]([O:35][C:36]([CH3:38])([CH3:39])[CH3:37])=[O:34])[C:26]1=[O:40])[CH2:19][O:18][Si:1]([C:14]([CH3:16])([CH3:17])[CH3:15])([C:2]1[CH:3]=[CH:4][CH:5]=[CH:6][CH:7]=1)[C:8]1[CH:13]=[CH:12][CH:11]=[CH:10][CH:9]=1. (3) Given the reactants [CH3:1][C:2]1([NH:18][C:19](=[O:21])[CH3:20])[CH2:8][CH2:7][CH2:6][N:5]([C:9]2[N:13]([CH3:14])[N:12]=[CH:11][C:10]=2[N+:15]([O-])=O)[CH2:4][CH2:3]1.[Cl-].[NH4+], predict the reaction product. The product is: [NH2:15][C:10]1[CH:11]=[N:12][N:13]([CH3:14])[C:9]=1[N:5]1[CH2:6][CH2:7][CH2:8][C:2]([NH:18][C:19](=[O:21])[CH3:20])([CH3:1])[CH2:3][CH2:4]1. (4) Given the reactants [Cl:1][C:2]1[CH:3]=[CH:4][C:5]([O:10][CH2:11][C:12]2[CH:17]=[CH:16][CH:15]=[C:14]([F:18])[C:13]=2[F:19])=[C:6]([CH:9]=1)[CH:7]=[O:8].[CH:20]([C:22]([CH3:24])=[O:23])=[CH2:21].C(N(CC)CC)C, predict the reaction product. The product is: [Cl:1][C:2]1[CH:3]=[CH:4][C:5]([O:10][CH2:11][C:12]2[CH:17]=[CH:16][CH:15]=[C:14]([F:18])[C:13]=2[F:19])=[C:6]([C:7](=[O:8])[CH2:21][CH2:20][C:22](=[O:23])[CH3:24])[CH:9]=1.